This data is from Full USPTO retrosynthesis dataset with 1.9M reactions from patents (1976-2016). The task is: Predict the reactants needed to synthesize the given product. (1) The reactants are: [C:1]1(=O)[CH2:8][CH2:7][CH2:6][CH2:5][CH2:4][CH2:3][C:2]1=O.COP([CH2:17][C:18]([C:20]1[CH:25]=[C:24]([Cl:26])[CH:23]=[CH:22][C:21]=1[C:27]([F:30])([F:29])[F:28])=O)(=O)OC.O.[NH2:32][NH2:33]. Given the product [Cl:26][C:24]1[CH:23]=[CH:22][C:21]([C:27]([F:30])([F:29])[F:28])=[C:20]([C:18]2[N:33]=[N:32][C:2]3[CH2:3][CH2:4][CH2:5][CH2:6][CH2:7][CH2:8][C:1]=3[CH:17]=2)[CH:25]=1, predict the reactants needed to synthesize it. (2) Given the product [CH3:42][O:43][C:44]1[CH:45]=[C:46]([CH:50]=[C:51]([C:53]([F:54])([F:55])[F:56])[CH:52]=1)[C:47]([N:23]1[CH2:24][CH2:25][N:20]([CH2:13][C:14]2[CH:15]=[CH:16][CH:17]=[CH:18][CH:19]=2)[CH2:21][C@H:22]1[CH2:26][C:27]1[CH:32]=[CH:31][C:30]([Cl:33])=[C:29]([O:34][Si:35]([C:38]([CH3:41])([CH3:40])[CH3:39])([CH3:37])[CH3:36])[CH:28]=1)=[O:48], predict the reactants needed to synthesize it. The reactants are: Cl.CN(C)CCCN=C=NCC.[CH2:13]([N:20]1[CH2:25][CH2:24][NH:23][C@H:22]([CH2:26][C:27]2[CH:32]=[CH:31][C:30]([Cl:33])=[C:29]([O:34][Si:35]([C:38]([CH3:41])([CH3:40])[CH3:39])([CH3:37])[CH3:36])[CH:28]=2)[CH2:21]1)[C:14]1[CH:19]=[CH:18][CH:17]=[CH:16][CH:15]=1.[CH3:42][O:43][C:44]1[CH:45]=[C:46]([CH:50]=[C:51]([C:53]([F:56])([F:55])[F:54])[CH:52]=1)[C:47](O)=[O:48].ON1C2C=CC=CC=2N=N1.C(=O)([O-])O.[Na+]. (3) Given the product [CH2:36]([N:20]1[C:21]2[C:17](=[CH:16][C:15]([NH:14][C:7]3[N:6]=[CH:5][C:4]([CH:1]4[CH2:3][CH2:2]4)=[CH:13][C:8]=3[C:9]([O:11][CH3:12])=[O:10])=[CH:23][CH:22]=2)[CH:18]=[C:19]1[C:24]1[CH:29]=[CH:28][CH:27]=[CH:26][CH:25]=1)[C:37]1[CH:42]=[CH:41][CH:40]=[CH:39][CH:38]=1, predict the reactants needed to synthesize it. The reactants are: [CH:1]1([C:4]2[CH:5]=[N:6][C:7]([NH:14][C:15]3[CH:16]=[C:17]4[C:21](=[CH:22][CH:23]=3)[NH:20][C:19]([C:24]3[CH:29]=[CH:28][CH:27]=[CH:26][CH:25]=3)=[CH:18]4)=[C:8]([CH:13]=2)[C:9]([O:11][CH3:12])=[O:10])[CH2:3][CH2:2]1.CC(C)([O-])C.[K+].[CH2:36](Br)[C:37]1[CH:42]=[CH:41][CH:40]=[CH:39][CH:38]=1.CN(C)C(=O)C. (4) Given the product [O:32]1[CH2:33][CH2:34][N:29]([C:2]2[CH:3]=[C:4]3[N:10]=[CH:9][N:8]([CH2:11][C:12]4[CH:28]=[CH:27][C:15]5[N:16]=[C:17]([NH:19][C@@H:20]6[CH2:25][CH2:24][CH2:23][CH2:22][C@H:21]6[OH:26])[S:18][C:14]=5[CH:13]=4)[C:5]3=[N:6][CH:7]=2)[CH2:30][CH2:31]1, predict the reactants needed to synthesize it. The reactants are: I[C:2]1[CH:3]=[C:4]2[N:10]=[CH:9][N:8]([CH2:11][C:12]3[CH:28]=[CH:27][C:15]4[N:16]=[C:17]([NH:19][C@@H:20]5[CH2:25][CH2:24][CH2:23][CH2:22][C@H:21]5[OH:26])[S:18][C:14]=4[CH:13]=3)[C:5]2=[N:6][CH:7]=1.[NH:29]1[CH2:34][CH2:33][O:32][CH2:31][CH2:30]1.N1CCC[C@H]1C(O)=O.C([O-])([O-])=O.[K+].[K+]. (5) Given the product [CH:44]1([CH2:47][O:48][C:49]2[CH:57]=[CH:56][C:52]3[O:53][CH2:54][O:55][C:51]=3[C:50]=2[C:58]2[C:59]3[NH:66][CH:65]=[C:64]([C:67]([NH:2][C@H:3]([CH2:33][C:34]4[CH:39]=[CH:38][CH:37]=[CH:36][C:35]=4[C:40]([F:42])([F:41])[F:43])[C:4]([N:6]4[CH2:7][CH2:8][CH:9]([N:12]5[N:21]=[C:20]([C:22]6[CH:27]=[CH:26][C:25]([O:28][CH3:29])=[C:24]([O:30][CH3:31])[CH:23]=6)[C@@H:19]6[C@@H:14]([CH2:15][CH2:16][CH2:17][CH2:18]6)[C:13]5=[O:32])[CH2:10][CH2:11]4)=[O:5])=[O:68])[C:60]=3[N:61]=[CH:62][N:63]=2)[CH2:45][CH2:46]1, predict the reactants needed to synthesize it. The reactants are: Cl.[NH2:2][C@H:3]([CH2:33][C:34]1[CH:39]=[CH:38][CH:37]=[CH:36][C:35]=1[C:40]([F:43])([F:42])[F:41])[C:4]([N:6]1[CH2:11][CH2:10][CH:9]([N:12]2[N:21]=[C:20]([C:22]3[CH:27]=[CH:26][C:25]([O:28][CH3:29])=[C:24]([O:30][CH3:31])[CH:23]=3)[C@@H:19]3[C@@H:14]([CH2:15][CH2:16][CH2:17][CH2:18]3)[C:13]2=[O:32])[CH2:8][CH2:7]1)=[O:5].[CH:44]1([CH2:47][O:48][C:49]2[CH:57]=[CH:56][C:52]3[O:53][CH2:54][O:55][C:51]=3[C:50]=2[C:58]2[C:59]3[NH:66][CH:65]=[C:64]([C:67](O)=[O:68])[C:60]=3[N:61]=[CH:62][N:63]=2)[CH2:46][CH2:45]1.CN(C(ON1N=NC2C=CC=NC1=2)=[N+](C)C)C.F[P-](F)(F)(F)(F)F.CCN(C(C)C)C(C)C.C(=O)(O)[O-].[Na+]. (6) Given the product [Br:1][C:2]1[CH:3]=[CH:4][C:5]([N:8]2[C:12]([NH:13][S:14]([CH:17]([CH3:19])[CH3:18])(=[O:16])=[O:15])=[CH:11][CH:10]=[N:9]2)=[CH:6][CH:7]=1, predict the reactants needed to synthesize it. The reactants are: [Br:1][C:2]1[CH:7]=[CH:6][C:5]([N:8]2[C:12]([NH:13][S:14]([CH:17]([CH3:19])[CH3:18])(=[O:16])=[O:15])=[C:11](C(O)=O)[CH:10]=[N:9]2)=[CH:4][CH:3]=1.CCOC(C)=O.CCCCCC. (7) The reactants are: C[O:2][C:3](=[O:41])[CH2:4][C@H:5]1[C:9]2[CH:10]=[CH:11][C:12]([O:14][C@H:15]3[C:23]4[C:18](=[C:19]([O:25][C:26]5[CH:31]=[C:30]([O:32][CH2:33][CH2:34][C:35]([OH:38])([CH3:37])[CH3:36])[CH:29]=[CH:28][C:27]=5[C:39]#[N:40])[CH:20]=[CH:21][C:22]=4[F:24])[CH2:17][CH2:16]3)=[CH:13][C:8]=2[O:7][CH2:6]1.[OH-].[K+]. Given the product [C:39]([C:27]1[CH:28]=[CH:29][C:30]([O:32][CH2:33][CH2:34][C:35]([OH:38])([CH3:36])[CH3:37])=[CH:31][C:26]=1[O:25][C:19]1[CH:20]=[CH:21][C:22]([F:24])=[C:23]2[C:18]=1[CH2:17][CH2:16][C@H:15]2[O:14][C:12]1[CH:11]=[CH:10][C:9]2[C@H:5]([CH2:4][C:3]([OH:41])=[O:2])[CH2:6][O:7][C:8]=2[CH:13]=1)#[N:40], predict the reactants needed to synthesize it. (8) Given the product [CH3:1][O:2][C:3](=[O:15])[CH2:4][C:5]1[CH:10]=[C:9]([O:17][CH3:16])[C:8]([C:12]#[N:13])=[CH:7][C:6]=1[Cl:14], predict the reactants needed to synthesize it. The reactants are: [CH3:1][O:2][C:3](=[O:15])[CH2:4][C:5]1[CH:10]=[C:9](F)[C:8]([C:12]#[N:13])=[CH:7][C:6]=1[Cl:14].[C:16](=O)([O-])[O-:17].[K+].[K+].